This data is from NCI-60 drug combinations with 297,098 pairs across 59 cell lines. The task is: Regression. Given two drug SMILES strings and cell line genomic features, predict the synergy score measuring deviation from expected non-interaction effect. (1) Drug 1: CC1=C(C(=CC=C1)Cl)NC(=O)C2=CN=C(S2)NC3=CC(=NC(=N3)C)N4CCN(CC4)CCO. Drug 2: COC1=C2C(=CC3=C1OC=C3)C=CC(=O)O2. Cell line: KM12. Synergy scores: CSS=-1.35, Synergy_ZIP=-3.24, Synergy_Bliss=-7.85, Synergy_Loewe=-35.4, Synergy_HSA=-6.77. (2) Synergy scores: CSS=9.62, Synergy_ZIP=2.52, Synergy_Bliss=6.60, Synergy_Loewe=-15.1, Synergy_HSA=2.66. Drug 2: CN(CCCl)CCCl.Cl. Cell line: NCI-H460. Drug 1: C1CC(=O)NC(=O)C1N2CC3=C(C2=O)C=CC=C3N. (3) Drug 1: C1=C(C(=O)NC(=O)N1)F. Drug 2: C1=NNC2=C1C(=O)NC=N2. Cell line: K-562. Synergy scores: CSS=33.3, Synergy_ZIP=-12.8, Synergy_Bliss=-22.3, Synergy_Loewe=-38.6, Synergy_HSA=-20.0. (4) Drug 1: CCC1=CC2CC(C3=C(CN(C2)C1)C4=CC=CC=C4N3)(C5=C(C=C6C(=C5)C78CCN9C7C(C=CC9)(C(C(C8N6C)(C(=O)OC)O)OC(=O)C)CC)OC)C(=O)OC.C(C(C(=O)O)O)(C(=O)O)O. Drug 2: C1=C(C(=O)NC(=O)N1)F. Cell line: RXF 393. Synergy scores: CSS=46.7, Synergy_ZIP=-3.12, Synergy_Bliss=-0.869, Synergy_Loewe=1.89, Synergy_HSA=4.13. (5) Drug 1: C1=CC=C(C(=C1)C(C2=CC=C(C=C2)Cl)C(Cl)Cl)Cl. Drug 2: CN(C(=O)NC(C=O)C(C(C(CO)O)O)O)N=O. Cell line: HL-60(TB). Synergy scores: CSS=6.03, Synergy_ZIP=3.45, Synergy_Bliss=1.74, Synergy_Loewe=2.61, Synergy_HSA=2.77. (6) Drug 1: C1CC(C1)(C(=O)O)C(=O)O.[NH2-].[NH2-].[Pt+2]. Drug 2: CC(C)CN1C=NC2=C1C3=CC=CC=C3N=C2N. Cell line: SR. Synergy scores: CSS=64.4, Synergy_ZIP=0.614, Synergy_Bliss=0.552, Synergy_Loewe=0.452, Synergy_HSA=-0.450.